Dataset: Full USPTO retrosynthesis dataset with 1.9M reactions from patents (1976-2016). Task: Predict the reactants needed to synthesize the given product. (1) Given the product [S:1]1[C:5]([CH:6]([O:11][CH3:12])[C:7]([NH:18][NH2:19])=[O:8])=[CH:4][C:3]2[CH:13]=[CH:14][CH:15]=[CH:16][C:2]1=2, predict the reactants needed to synthesize it. The reactants are: [S:1]1[C:5]([CH:6]([O:11][CH3:12])[C:7](OC)=[O:8])=[CH:4][C:3]2[CH:13]=[CH:14][CH:15]=[CH:16][C:2]1=2.O.[NH2:18][NH2:19]. (2) Given the product [NH2:28][C:24]1[N:23]=[C:22]([NH:21][C:17]2[CH:16]=[C:15]([NH:1][C:2]3[CH:7]=[CH:6][CH:5]=[CH:4][CH:3]=3)[N:20]=[CH:19][N:18]=2)[CH:27]=[CH:26][CH:25]=1, predict the reactants needed to synthesize it. The reactants are: [NH2:1][C:2]1[CH:7]=[CH:6][CH:5]=[CH:4][CH:3]=1.C([O-])([O-])=O.[K+].[K+].Cl[C:15]1[N:20]=[CH:19][N:18]=[C:17]([NH:21][C:22]2[CH:27]=[CH:26][CH:25]=[C:24]([NH2:28])[N:23]=2)[CH:16]=1. (3) Given the product [CH3:11][N:12]([CH3:23])[C:13]1[CH:21]=[CH:20][C:16]([C:17]2[O:1][N:2]=[C:3]([C:5]3[CH:10]=[CH:9][CH:8]=[CH:7][N:6]=3)[N:4]=2)=[C:15]([OH:22])[CH:14]=1, predict the reactants needed to synthesize it. The reactants are: [OH:1][NH:2][C:3]([C:5]1[CH:10]=[CH:9][CH:8]=[CH:7][N:6]=1)=[NH:4].[CH3:11][N:12]([CH3:23])[C:13]1[CH:14]=[C:15]([OH:22])[C:16](=[CH:20][CH:21]=1)[C:17](O)=O. (4) Given the product [F:1][C:2]1[CH:3]=[CH:4][C:5]([CH3:19])=[C:6]([C:8]2[CH:17]=[C:16]3[C:11]([CH:12]=[C:13]([NH:18][S:21]([CH3:20])(=[O:23])=[O:22])[N:14]=[CH:15]3)=[CH:10][CH:9]=2)[CH:7]=1, predict the reactants needed to synthesize it. The reactants are: [F:1][C:2]1[CH:3]=[CH:4][C:5]([CH3:19])=[C:6]([C:8]2[CH:17]=[C:16]3[C:11]([CH:12]=[C:13]([NH2:18])[N:14]=[CH:15]3)=[CH:10][CH:9]=2)[CH:7]=1.[CH3:20][S:21](Cl)(=[O:23])=[O:22].O. (5) Given the product [CH2:28]([O:27][C:26](=[O:30])[CH2:1][C:2]1[C:7]([C:8]#[N:9])=[CH:6][CH:5]=[C:4]([NH:10][C:11]([O:13][C:14]([CH3:17])([CH3:16])[CH3:15])=[O:12])[N:3]=1)[CH3:29], predict the reactants needed to synthesize it. The reactants are: [CH3:1][C:2]1[C:7]([C:8]#[N:9])=[CH:6][CH:5]=[C:4]([NH:10][C:11]([O:13][C:14]([CH3:17])([CH3:16])[CH3:15])=[O:12])[N:3]=1.C([N-]C(C)C)(C)C.[Li+].[C:26](=O)([O:30]CC)[O:27][CH2:28][CH3:29].